This data is from Peptide-MHC class II binding affinity with 134,281 pairs from IEDB. The task is: Regression. Given a peptide amino acid sequence and an MHC pseudo amino acid sequence, predict their binding affinity value. This is MHC class II binding data. (1) The peptide sequence is YKALPVVLENARILK. The MHC is DRB1_1501 with pseudo-sequence DRB1_1501. The binding affinity (normalized) is 0.555. (2) The peptide sequence is AFVVAATAANAAPAN. The MHC is HLA-DPA10103-DPB10301 with pseudo-sequence HLA-DPA10103-DPB10301. The binding affinity (normalized) is 0.400. (3) The peptide sequence is WAATAGTTVYGAFAA. The MHC is HLA-DQA10102-DQB10602 with pseudo-sequence HLA-DQA10102-DQB10602. The binding affinity (normalized) is 0.797. (4) The peptide sequence is AYVLLSEKKISSIQS. The MHC is DRB1_1501 with pseudo-sequence DRB1_1501. The binding affinity (normalized) is 0.428. (5) The peptide sequence is GFFTSVGKGIHTVFG. The MHC is DRB1_0901 with pseudo-sequence DRB1_0901. The binding affinity (normalized) is 0.627. (6) The peptide sequence is KVIDFHYPNELLQEYNWELA. The MHC is DRB1_0401 with pseudo-sequence DRB1_0401. The binding affinity (normalized) is 0. (7) The peptide sequence is YDKILANVSTVLTGK. The MHC is DRB1_0404 with pseudo-sequence DRB1_0404. The binding affinity (normalized) is 0.764.